Dataset: Forward reaction prediction with 1.9M reactions from USPTO patents (1976-2016). Task: Predict the product of the given reaction. (1) The product is: [CH3:7][C:8]1[O:12][C:11]([C:13]2[CH:18]=[CH:17][CH:16]=[CH:15][CH:14]=2)=[N:10][C:9]=1[CH:19]=[CH:20][CH2:21][OH:22]. Given the reactants [H-].[Al+3].[Li+].[H-].[H-].[H-].[CH3:7][C:8]1[O:12][C:11]([C:13]2[CH:18]=[CH:17][CH:16]=[CH:15][CH:14]=2)=[N:10][C:9]=1[CH:19]=[CH:20][C:21](OCC)=[O:22].C(O)(C)C.Cl, predict the reaction product. (2) Given the reactants FC(F)(F)C(O)=O.[CH3:8][N:9]1[C:17]2[C@:16]3([CH3:21])[C:18]([CH3:20])([CH3:19])[C@@H:13]([CH2:14][CH2:15]3)[C:12]=2[C:11](=[O:22])[N:10]1[CH2:23][C:24]1[C:25]([C:48]([F:51])([F:50])[F:49])=[N:26][N:27](C(C2C=CC=CC=2)(C2C=CC=CC=2)C2C=CC=CC=2)[CH:28]=1.C([SiH](CC)CC)C, predict the reaction product. The product is: [CH3:8][N:9]1[C:17]2[C@:16]3([CH3:21])[C:18]([CH3:19])([CH3:20])[C@@H:13]([CH2:14][CH2:15]3)[C:12]=2[C:11](=[O:22])[N:10]1[CH2:23][C:24]1[C:25]([C:48]([F:49])([F:50])[F:51])=[N:26][NH:27][CH:28]=1.